This data is from Forward reaction prediction with 1.9M reactions from USPTO patents (1976-2016). The task is: Predict the product of the given reaction. (1) The product is: [CH3:41][O:40][C:39]1[CH:38]=[CH:37][C:36]2[NH:35][C:34](=[O:42])[C:33]3[S:43][CH:44]=[CH:45][C:32]=3[C:31]=2[C:30]=1[C:2]1[CH:7]=[CH:6][C:5]([CH2:8][NH:9][CH3:10])=[CH:4][CH:3]=1. Given the reactants Br[C:2]1[CH:7]=[CH:6][C:5]([CH2:8][NH:9][CH3:10])=[CH:4][CH:3]=1.B1(B2OC(C)(C)C(C)(C)O2)OC(C)(C)C(C)(C)O1.Br[C:30]1[C:31]2[C:32]3[CH:45]=[CH:44][S:43][C:33]=3[C:34](=[O:42])[NH:35][C:36]=2[CH:37]=[CH:38][C:39]=1[O:40][CH3:41], predict the reaction product. (2) Given the reactants O[CH2:2][C:3]([NH:6][C:7](=[O:19])[C:8]1[CH:13]=[CH:12][C:11]([O:14][C:15]([F:18])([F:17])[F:16])=[CH:10][CH:9]=1)([CH3:5])[CH3:4].S(Cl)(Cl)=O.[OH-].[K+], predict the reaction product. The product is: [CH3:5][C:3]1([CH3:4])[CH2:2][O:19][C:7]([C:8]2[CH:9]=[CH:10][C:11]([O:14][C:15]([F:16])([F:17])[F:18])=[CH:12][CH:13]=2)=[N:6]1.